Dataset: Catalyst prediction with 721,799 reactions and 888 catalyst types from USPTO. Task: Predict which catalyst facilitates the given reaction. (1) The catalyst class is: 206. Reactant: [Br:1][C:2]1[CH:7]=[CH:6][CH:5]=[CH:4][C:3]=1I.B(O)(O)[C:10]1[CH:11]=[CH:12][C:13]([C:16]2[CH:17]=[CH:18][CH:19]=[CH:20][CH:21]=2)=[CH:14][CH:15]=1.C(=O)([O-])[O-].[Na+].[Na+]. Product: [Br:1][C:2]1[CH:7]=[CH:6][C:5]([C:17]2[CH:18]=[CH:19][CH:20]=[CH:21][C:16]=2[C:13]2[CH:12]=[CH:11][CH:10]=[CH:15][CH:14]=2)=[CH:4][CH:3]=1. (2) Reactant: Br[C:2]1[CH:7]=[CH:6][C:5]([O:8][C:9]2[CH:14]=[CH:13][CH:12]=[C:11]([C:15]#[N:16])[N:10]=2)=[CH:4][CH:3]=1.C1(P(C2C=CC=CC=2)C2C3[O:36]C4C(=CC=CC=4P(C4C=CC=CC=4)C4C=CC=CC=4)C(C)(C)C=3C=CC=2)C=CC=CC=1.O.O.O.[O-]C1C=CC=CC=1.[Na+].[NH2:70][C:71]1[N:75]([CH2:76][C:77]2[CH:82]=[CH:81][C:80]([Cl:83])=[CH:79][CH:78]=2)[N:74]=[C:73]([C:84]([CH3:87])([CH3:86])[CH3:85])[CH:72]=1.C(=O)([O-])O.[Na+]. Product: [C:84]([C:73]1[CH:72]=[C:71]([NH:70][C:2]2[CH:7]=[CH:6][C:5]([O:8][C:9]3[CH:14]=[CH:13][CH:12]=[C:11]([C:15](=[O:36])[NH2:16])[N:10]=3)=[CH:4][CH:3]=2)[N:75]([CH2:76][C:77]2[CH:82]=[CH:81][C:80]([Cl:83])=[CH:79][CH:78]=2)[N:74]=1)([CH3:87])([CH3:86])[CH3:85]. The catalyst class is: 102.